The task is: Binary Classification. Given a T-cell receptor sequence (or CDR3 region) and an epitope sequence, predict whether binding occurs between them.. This data is from TCR-epitope binding with 47,182 pairs between 192 epitopes and 23,139 TCRs. (1) The epitope is QARQMVQAMRTIGTHP. The TCR CDR3 sequence is CASSSPLAGAGNIQYF. Result: 0 (the TCR does not bind to the epitope). (2) The epitope is ILHCANFNV. The TCR CDR3 sequence is CASSLTHGPNQPQHF. Result: 1 (the TCR binds to the epitope). (3) The epitope is FVDGVPFVV. The TCR CDR3 sequence is CASSSWDRGDTEAFF. Result: 1 (the TCR binds to the epitope). (4) The epitope is RPHERNGFTVL. The TCR CDR3 sequence is CASSQAPWDRVSSGELFF. Result: 0 (the TCR does not bind to the epitope). (5) The epitope is FLPRVFSAV. The TCR CDR3 sequence is CASSELTGVKDTQYF. Result: 1 (the TCR binds to the epitope). (6) The epitope is IVDTVSALV. The TCR CDR3 sequence is CATRQDSYEQYF. Result: 0 (the TCR does not bind to the epitope). (7) The epitope is PKYVKQNTLKLAT. The TCR CDR3 sequence is CSARVTSPYEQYF. Result: 0 (the TCR does not bind to the epitope). (8) The epitope is HTTDPSFLGRY. The TCR CDR3 sequence is CASSLSDINQPQHF. Result: 1 (the TCR binds to the epitope). (9) The epitope is RQLLFVVEV. The TCR CDR3 sequence is CASSFLDRDYYEQYF. Result: 1 (the TCR binds to the epitope). (10) The epitope is LLALHRSYL. The TCR CDR3 sequence is CASSLDSHQPQHF. Result: 1 (the TCR binds to the epitope).